Predict the reaction yield, written as a fraction of the theoretical maximum amount of product (1.0 means a 100% yield; for example, 0.34 means a 34% yield). From a dataset of Reaction yield outcomes from USPTO patents with 853,638 reactions. (1) The yield is 0.830. The reactants are [S:1]1[CH:5]=[CH:4][C:3]([CH:6]=O)=[CH:2]1.C1(P(=[CH:27][C:28]([O:30][CH2:31][CH3:32])=[O:29])(C2C=CC=CC=2)C2C=CC=CC=2)C=CC=CC=1. The catalyst is C1COCC1. The product is [S:1]1[CH:5]=[CH:4][C:3]([CH:6]=[CH:27][C:28]([O:30][CH2:31][CH3:32])=[O:29])=[CH:2]1. (2) The reactants are [Cl:1][C:2]1[CH:43]=[CH:42][C:5]([CH2:6][C:7]2[N:8]=[C:9]([C:25]3[C:26]([CH3:41])=[N:27][N:28]4[CH:33]=[CH:32][C:31]([CH:34](OCC)[O:35]CC)=[CH:30][C:29]=34)[S:10][C:11]=2[C:12]2[N:16]=[CH:15][N:14](COCC[Si](C)(C)C)[N:13]=2)=[CH:4][CH:3]=1.Cl.C(O)(=O)C.C([O-])(O)=O.[Na+]. The catalyst is O1CCOCC1.O. The product is [Cl:1][C:2]1[CH:3]=[CH:4][C:5]([CH2:6][C:7]2[N:8]=[C:9]([C:25]3[C:26]([CH3:41])=[N:27][N:28]4[CH:33]=[CH:32][C:31]([CH:34]=[O:35])=[CH:30][C:29]=34)[S:10][C:11]=2[C:12]2[NH:16][CH:15]=[N:14][N:13]=2)=[CH:42][CH:43]=1. The yield is 0.972.